Dataset: Forward reaction prediction with 1.9M reactions from USPTO patents (1976-2016). Task: Predict the product of the given reaction. Given the reactants [CH3:1][O:2][CH:3]([O:22][CH3:23])[C:4]1[CH:21]=[CH:20][C:7](/[CH:8]=[N:9]/[C:10]2[CH:18]=[CH:17][CH:16]=[C:15]3[C:11]=2[CH2:12][O:13][C:14]3=[O:19])=[CH:6][CH:5]=1.[CH:24](=O)[C:25]1[CH:30]=[CH:29][CH:28]=[CH:27][CH:26]=1.[CH3:32][O-:33].[Na+], predict the reaction product. The product is: [CH3:23][O:22][CH:3]([O:2][CH3:1])[C:4]1[CH:21]=[CH:20][C:7]([CH:8]2[CH:24]([C:25]3[CH:30]=[CH:29][CH:28]=[CH:27][CH:26]=3)[C:32](=[O:33])[C:11]3[C:15]([C:14]([O:13][CH3:12])=[O:19])=[CH:16][CH:17]=[CH:18][C:10]=3[NH:9]2)=[CH:6][CH:5]=1.